The task is: Regression. Given a peptide amino acid sequence and an MHC pseudo amino acid sequence, predict their binding affinity value. This is MHC class II binding data.. This data is from Peptide-MHC class II binding affinity with 134,281 pairs from IEDB. The binding affinity (normalized) is 0.659. The peptide sequence is KKDQVVMTSLALVGAALK. The MHC is DRB1_0901 with pseudo-sequence DRB1_0901.